From a dataset of Human liver microsome stability data. Regression/Classification. Given a drug SMILES string, predict its absorption, distribution, metabolism, or excretion properties. Task type varies by dataset: regression for continuous measurements (e.g., permeability, clearance, half-life) or binary classification for categorical outcomes (e.g., BBB penetration, CYP inhibition). Dataset: hlm. (1) The drug is CCC(=O)N1CCC(NC(=O)c2cc3cc(Cl)ccc3[nH]2)C(NC(=O)c2nc3c(s2)CN(C)CC3)C1. The result is 1 (stable in human liver microsomes). (2) The molecule is C[C@@H]1C(=O)N[C@H](Cc2ccc(F)cc2)C(=O)NCCCc2ccc(F)cc2OCCN[C@@H](C2CC2)C(=O)N1C. The result is 0 (unstable in human liver microsomes). (3) The compound is Cn1cc(C=C2C(=O)NN=C2c2nccs2)c2c(OCc3c(F)cccc3F)cccc21. The result is 1 (stable in human liver microsomes). (4) The compound is Cc1cnc2c(C(F)(F)F)cccc2c1-c1cccc(Oc2cc(Cl)cc(S(C)(=O)=O)c2)c1. The result is 0 (unstable in human liver microsomes). (5) The drug is Cn1c(=N)n(CCOc2ccc(Cl)cc2)c2cccc(Cl)c21. The result is 0 (unstable in human liver microsomes).